Task: Predict the product of the given reaction.. Dataset: Forward reaction prediction with 1.9M reactions from USPTO patents (1976-2016) (1) Given the reactants [Cl:1][C:2]1[CH:7]=[CH:6][C:5]([CH:8]([O:19][CH3:20])[C:9]2([C:12]([O:14]C(C)(C)C)=[O:13])[CH2:11][CH2:10]2)=[CH:4][C:3]=1[NH:21][C:22](=[O:37])[C@H:23]([C:30]1[CH:35]=[CH:34][C:33]([Cl:36])=[CH:32][CH:31]=1)[C@@H:24]([CH3:29])[C:25]([F:28])([F:27])[F:26].C(O)(C(F)(F)F)=O, predict the reaction product. The product is: [Cl:1][C:2]1[CH:7]=[CH:6][C:5]([CH:8]([O:19][CH3:20])[C:9]2([C:12]([OH:14])=[O:13])[CH2:10][CH2:11]2)=[CH:4][C:3]=1[NH:21][C:22](=[O:37])[C@H:23]([C:30]1[CH:31]=[CH:32][C:33]([Cl:36])=[CH:34][CH:35]=1)[C@@H:24]([CH3:29])[C:25]([F:28])([F:27])[F:26]. (2) Given the reactants Cl[C:2]1[N:7]=[C:6]([C:8]([O:10][C:11]([CH3:14])([CH3:13])[CH3:12])=[O:9])[CH:5]=[C:4]([NH:15][C@@H:16]([CH3:21])[C:17]([O:19][CH3:20])=[O:18])[N:3]=1.[F:22][C:23]1[CH:44]=[CH:43][C:26]([O:27][C:28]2[CH:33]=[CH:32][C:31](B3OC(C)(C)C(C)(C)O3)=[CH:30][CH:29]=2)=[CH:25][CH:24]=1.C([O-])([O-])=O.[Na+].[Na+], predict the reaction product. The product is: [F:22][C:23]1[CH:44]=[CH:43][C:26]([O:27][C:28]2[CH:33]=[CH:32][C:31]([C:2]3[N:7]=[C:6]([C:8]([O:10][C:11]([CH3:14])([CH3:13])[CH3:12])=[O:9])[CH:5]=[C:4]([NH:15][C@@H:16]([CH3:21])[C:17]([O:19][CH3:20])=[O:18])[N:3]=3)=[CH:30][CH:29]=2)=[CH:25][CH:24]=1. (3) Given the reactants [CH3:1][CH:2]1[CH:6]([C:7]([O:9]C)=O)[C:5](=O)[CH2:4][O:3]1.[CH:12]([NH2:14])=[NH:13].C1(C)C=CC=CC=1.C([O-])([O-])=O.[Na+].[Na+], predict the reaction product. The product is: [CH3:1][CH:2]1[C:6]2[C:7]([OH:9])=[N:14][CH:12]=[N:13][C:5]=2[CH2:4][O:3]1.